From a dataset of Reaction yield outcomes from USPTO patents with 853,638 reactions. Predict the reaction yield, written as a fraction of the theoretical maximum amount of product (1.0 means a 100% yield; for example, 0.34 means a 34% yield). (1) The reactants are C[Al](C)C.[CH2:5]([NH2:8])[CH2:6][NH2:7].C(O[C:12](=O)[CH2:13][O:14][C:15]1[CH:20]=[CH:19][C:18]([Cl:21])=[C:17]([F:22])[CH:16]=1)C. The catalyst is C1(C)C=CC=CC=1. The product is [Cl:21][C:18]1[CH:19]=[CH:20][C:15]([O:14][CH2:13][C:12]2[NH:7][CH2:6][CH2:5][N:8]=2)=[CH:16][C:17]=1[F:22]. The yield is 0.920. (2) The reactants are [CH3:1][O:2][C:3]1[CH:9]=[CH:8][C:6]([NH2:7])=[CH:5][CH:4]=1.[N:10]([O-])=O.[Na+].C([O-])(=O)C.[Na+].[C:19]([CH2:22][C:23](=[O:25])[CH3:24])(=[O:21])[CH3:20]. The catalyst is C(O)(=O)C.Cl.O.C(O)C. The product is [CH3:1][O:2][C:3]1[CH:9]=[CH:8][C:6]([NH:7][N:10]=[C:22]([C:23](=[O:25])[CH3:24])[C:19](=[O:21])[CH3:20])=[CH:5][CH:4]=1. The yield is 0.500. (3) The reactants are [C:1](Cl)(=O)[C:2]([Cl:4])=[O:3].[F:7][C:8]1[C:16]([C:17]([F:20])([F:19])[F:18])=[CH:15][CH:14]=[CH:13]C=1C(O)=O.CN(C=O)C. The catalyst is C(Cl)Cl. The product is [F:7][C:8]1[C:16]([C:17]([F:20])([F:19])[F:18])=[CH:15][CH:14]=[CH:13][C:1]=1[C:2]([Cl:4])=[O:3]. The yield is 0.990. (4) The reactants are [NH2:1][C:2]1[CH:7]=[CH:6][C:5]([CH2:8][C:9]([O:11][CH3:12])=[O:10])=[C:4]([F:13])[C:3]=1[OH:14].[F:15][C:16]1[CH:17]=[CH:18][C:19]([CH3:25])=[C:20]([N:22]=[C:23]=S)[CH:21]=1. The catalyst is CO. The product is [F:15][C:16]1[CH:17]=[CH:18][C:19]([CH3:25])=[C:20]([NH:22][C:23]2[O:14][C:3]3[C:4]([F:13])=[C:5]([CH2:8][C:9]([O:11][CH3:12])=[O:10])[CH:6]=[CH:7][C:2]=3[N:1]=2)[CH:21]=1. The yield is 0.560. (5) The reactants are C(NC(C)C)(C)C.C([Li])CCC.[Si:13]([O:20][CH2:21][CH2:22][O:23][C:24]1[CH:29]=[CH:28][N:27]=[C:26]([NH:30][C:31]2[CH:36]=[C:35]([C:37]3[S:41][CH:40]=[N:39][CH:38]=3)[CH:34]=[C:33]([CH3:42])[CH:32]=2)[N:25]=1)([C:16]([CH3:19])([CH3:18])[CH3:17])([CH3:15])[CH3:14].[CH3:43][C:44]1([CH3:51])[O:49][CH2:48][C:47](=[O:50])[CH2:46][O:45]1. The catalyst is O1CCCC1. The product is [Si:13]([O:20][CH2:21][CH2:22][O:23][C:24]1[CH:29]=[CH:28][N:27]=[C:26]([NH:30][C:31]2[CH:36]=[C:35]([C:37]3[S:41][C:40]([C:47]4([OH:50])[CH2:48][O:49][C:44]([CH3:51])([CH3:43])[O:45][CH2:46]4)=[N:39][CH:38]=3)[CH:34]=[C:33]([CH3:42])[CH:32]=2)[N:25]=1)([C:16]([CH3:17])([CH3:18])[CH3:19])([CH3:14])[CH3:15]. The yield is 0.750. (6) The reactants are C1C=CC2N(O)N=NC=2C=1.O.C(N(CC)C(C)C)(C)C.[CH3:21][C@H:22]([NH:26][C:27]([O:29][C:30]([CH3:33])([CH3:32])[CH3:31])=[O:28])[C:23]([OH:25])=O.Cl.CN(C)CCCN=C=NCC.[NH2:46][CH:47]1[N:53]=[C:52]([C:54]2[CH:59]=[CH:58][CH:57]=[CH:56][CH:55]=2)[C:51]2[CH:60]=[CH:61][CH:62]=[CH:63][C:50]=2[N:49]([CH2:64][CH2:65][CH2:66][C:67]([F:70])([F:69])[F:68])[C:48]1=[O:71]. The catalyst is C1COCC1.C(Cl)Cl. The product is [C:30]([O:29][C:27]([NH:26][C@H:22]([C:23]([NH:46][CH:47]1[N:53]=[C:52]([C:54]2[CH:55]=[CH:56][CH:57]=[CH:58][CH:59]=2)[C:51]2[CH:60]=[CH:61][CH:62]=[CH:63][C:50]=2[N:49]([CH2:64][CH2:65][CH2:66][C:67]([F:69])([F:68])[F:70])[C:48]1=[O:71])=[O:25])[CH3:21])=[O:28])([CH3:33])([CH3:32])[CH3:31]. The yield is 0.830. (7) The reactants are [NH2:1][C@@H:2]([CH2:25][C:26]1[CH:31]=[CH:30][CH:29]=[CH:28][CH:27]=1)[C:3]([NH:5][C@H:6]([B:12]1[O:16][C@@H:15]2[CH2:17][C@@H:18]3[CH2:21][C@H:20]([C@:14]2([CH3:24])[O:13]1)[C:19]3([CH3:23])[CH3:22])[CH2:7][CH:8]1[CH2:11][CH2:10][CH2:9]1)=[O:4].[CH3:32][C:33]([O:36][C:37]([NH:39][C@H:40]([C:49](O)=[O:50])[CH2:41][CH2:42][C:43]1[CH:48]=[CH:47][CH:46]=[CH:45][CH:44]=1)=[O:38])([CH3:35])[CH3:34].CN(C(ON1N=NC2C=CC=CC1=2)=[N+](C)C)C.[B-](F)(F)(F)F.C(N(CC)C(C)C)(C)C. The catalyst is CN(C=O)C. The product is [CH2:25]([C@H:2]([NH:1][C:49]([C@@H:40]([NH:39][C:37](=[O:38])[O:36][C:33]([CH3:34])([CH3:32])[CH3:35])[CH2:41][CH2:42][C:43]1[CH:44]=[CH:45][CH:46]=[CH:47][CH:48]=1)=[O:50])[C:3]([NH:5][C@H:6]([B:12]1[O:16][C@@H:15]2[CH2:17][C@@H:18]3[CH2:21][C@H:20]([C@:14]2([CH3:24])[O:13]1)[C:19]3([CH3:23])[CH3:22])[CH2:7][CH:8]1[CH2:11][CH2:10][CH2:9]1)=[O:4])[C:26]1[CH:27]=[CH:28][CH:29]=[CH:30][CH:31]=1. The yield is 0.850.